This data is from Reaction yield outcomes from USPTO patents with 853,638 reactions. The task is: Predict the reaction yield, written as a fraction of the theoretical maximum amount of product (1.0 means a 100% yield; for example, 0.34 means a 34% yield). (1) The reactants are [CH2:1]([O:3][C@@H:4]1[C@@H:9]([O:10][CH3:11])[C@H:8]([CH3:12])[O:7][CH:6]([OH:13])[C@@H:5]1[O:14][CH3:15])[CH3:2].[Br:16][C:17]1[CH:22]=[CH:21][C:20]([N:23]=[C:24]=[O:25])=[CH:19][CH:18]=1.C([O-])([O-])=O.[Cs+].[Cs+]. The catalyst is CC#N. The product is [Br:16][C:17]1[CH:22]=[CH:21][C:20]([NH:23][C:24](=[O:25])[O:13][C@H:6]2[C@H:5]([O:14][CH3:15])[C@H:4]([O:3][CH2:1][CH3:2])[C@@H:9]([O:10][CH3:11])[C@H:8]([CH3:12])[O:7]2)=[CH:19][CH:18]=1. The yield is 0.660. (2) The reactants are [N+:1]([C:4]1[NH:8][N:7]=[C:6]([C:9]([OH:11])=[O:10])[CH:5]=1)([O-:3])=[O:2].C1C=CC(P([N:26]=[N+]=[N-])(C2C=CC=CC=2)=O)=CC=1.C(N(CC)CC)C.[C:36](O)([CH3:39])([CH3:38])[CH3:37]. No catalyst specified. The product is [C:9]([C:6]1[CH:5]=[C:4]([N+:1]([O-:3])=[O:2])[N:8]([NH2:26])[N:7]=1)([O:11][C:36]([CH3:39])([CH3:38])[CH3:37])=[O:10]. The yield is 0.810.